From a dataset of Catalyst prediction with 721,799 reactions and 888 catalyst types from USPTO. Predict which catalyst facilitates the given reaction. (1) Reactant: [Cl:1][C:2]1[CH:32]=[CH:31][C:5]([CH2:6][N:7]2[C:11]3[CH:12]=[C:13]([N:17]4[CH2:22][CH2:21][NH:20][CH2:19][CH2:18]4)[C:14]([F:16])=[CH:15][C:10]=3[N:9]=[C:8]2[CH2:23][O:24][C:25]2[CH:30]=[CH:29][CH:28]=[CH:27][CH:26]=2)=[CH:4][CH:3]=1.[C:33](Cl)(=[O:35])[CH3:34]. Product: [Cl:1][C:2]1[CH:32]=[CH:31][C:5]([CH2:6][N:7]2[C:11]3[CH:12]=[C:13]([N:17]4[CH2:22][CH2:21][N:20]([C:33](=[O:35])[CH3:34])[CH2:19][CH2:18]4)[C:14]([F:16])=[CH:15][C:10]=3[N:9]=[C:8]2[CH2:23][O:24][C:25]2[CH:30]=[CH:29][CH:28]=[CH:27][CH:26]=2)=[CH:4][CH:3]=1. The catalyst class is: 4. (2) Reactant: [F:1][C:2]1[CH:3]=[CH:4][C:5]([N+:9]([O-:11])=[O:10])=[C:6]([OH:8])[CH:7]=1.C(=O)([O-])[O-].[K+].[K+].COC(=O)[C:21](Cl)([F:23])[F:22].O. Product: [F:22][CH:21]([F:23])[O:8][C:6]1[CH:7]=[C:2]([F:1])[CH:3]=[CH:4][C:5]=1[N+:9]([O-:11])=[O:10]. The catalyst class is: 3. (3) Reactant: [CH:1]1([N:4]([CH3:27])[C:5]2[C:6]([C:18]3[CH:19]=[C:20]4[C:24](=[CH:25][CH:26]=3)[NH:23][N:22]=[CH:21]4)=[N:7][C:8]3[C:13]([N:14]=2)=[CH:12][C:11]([C:15]([O-:17])=[O:16])=[CH:10][CH:9]=3)[CH2:3][CH2:2]1.[OH-].[Na+]. Product: [CH:1]1([N:4]([CH3:27])[C:5]2[C:6]([C:18]3[CH:19]=[C:20]4[C:24](=[CH:25][CH:26]=3)[NH:23][N:22]=[CH:21]4)=[N:7][C:8]3[C:13]([N:14]=2)=[CH:12][C:11]([C:15]([OH:17])=[O:16])=[CH:10][CH:9]=3)[CH2:3][CH2:2]1. The catalyst class is: 24. (4) Reactant: [C:1]([Si:5]([C:32]1[CH:37]=[CH:36][CH:35]=[CH:34][CH:33]=1)([C:26]1[CH:31]=[CH:30][CH:29]=[CH:28][CH:27]=1)[O:6][CH2:7][C:8]([F:25])([F:24])[CH2:9][NH:10][CH:11]([CH3:23])[CH2:12][C:13]1[C:21]2[C:16](=[CH:17][CH:18]=[C:19]([F:22])[CH:20]=2)[NH:15][CH:14]=1)([CH3:4])([CH3:3])[CH3:2].[I:38][C:39]1[CH:46]=[C:45]([F:47])[C:42]([CH:43]=O)=[C:41]([F:48])[CH:40]=1.C(O)(=O)C. Product: [C:1]([Si:5]([C:26]1[CH:31]=[CH:30][CH:29]=[CH:28][CH:27]=1)([C:32]1[CH:33]=[CH:34][CH:35]=[CH:36][CH:37]=1)[O:6][CH2:7][C:8]([F:25])([F:24])[CH2:9][N:10]1[CH:11]([CH3:23])[CH2:12][C:13]2[C:21]3[C:16](=[CH:17][CH:18]=[C:19]([F:22])[CH:20]=3)[NH:15][C:14]=2[CH:43]1[C:42]1[C:45]([F:47])=[CH:46][C:39]([I:38])=[CH:40][C:41]=1[F:48])([CH3:2])([CH3:3])[CH3:4]. The catalyst class is: 260. (5) Reactant: [NH2:1][C:2]1[CH:3]=[CH:4][C:5]([F:22])=[C:6]([C:8]2[C:9]3[C:16]([C:17]([O:19][CH2:20][CH3:21])=[O:18])=[CH:15][NH:14][C:10]=3[N:11]=[CH:12][N:13]=2)[CH:7]=1.[CH3:23][C:24](=[CH2:28])[C:25](O)=[O:26].CCCP1(OP(CCC)(=O)OP(CCC)(=O)O1)=O. Product: [F:22][C:5]1[CH:4]=[CH:3][C:2]([NH:1][C:25](=[O:26])[C:24]([CH3:28])=[CH2:23])=[CH:7][C:6]=1[C:8]1[C:9]2[C:16]([C:17]([O:19][CH2:20][CH3:21])=[O:18])=[CH:15][NH:14][C:10]=2[N:11]=[CH:12][N:13]=1. The catalyst class is: 1.